Dataset: Forward reaction prediction with 1.9M reactions from USPTO patents (1976-2016). Task: Predict the product of the given reaction. (1) Given the reactants [CH3:1][C:2]1[O:6][N:5]=[C:4]([C:7]2[CH:12]=[CH:11][CH:10]=[CH:9][CH:8]=2)[C:3]=1[C:13]([NH:15][NH2:16])=[O:14].[CH3:17][O:18][C:19]1[N:27]=[CH:26][CH:25]=[CH:24][C:20]=1[C:21](O)=O, predict the reaction product. The product is: [CH3:17][O:18][C:19]1[C:20]([C:21]2[O:14][C:13]([C:3]3[C:4]([C:7]4[CH:12]=[CH:11][CH:10]=[CH:9][CH:8]=4)=[N:5][O:6][C:2]=3[CH3:1])=[N:15][N:16]=2)=[CH:24][CH:25]=[CH:26][N:27]=1. (2) Given the reactants [F:1][C:2]1[CH:7]=[CH:6][C:5]([O:8][CH3:9])=[CH:4][C:3]=1[C:10]1[CH:11]=[CH:12][C:13]([CH:21](O)[CH2:22][C:23]2[CH:28]=[CH:27][CH:26]=[C:25]([CH2:29][O:30][CH:31]3[CH2:36][CH2:35][CH2:34][CH2:33][O:32]3)[CH:24]=2)=[N:14][C:15]=1[CH2:16][C:17]([CH3:20])([CH3:19])[CH3:18].COCCN(S(F)(F)[F:48])CCOC.C(=O)([O-])O.[Na+], predict the reaction product. The product is: [F:48][CH:21]([C:13]1[N:14]=[C:15]([CH2:16][C:17]([CH3:20])([CH3:19])[CH3:18])[C:10]([C:3]2[CH:4]=[C:5]([O:8][CH3:9])[CH:6]=[CH:7][C:2]=2[F:1])=[CH:11][CH:12]=1)[CH2:22][C:23]1[CH:28]=[CH:27][CH:26]=[C:25]([CH2:29][O:30][CH:31]2[CH2:36][CH2:35][CH2:34][CH2:33][O:32]2)[CH:24]=1. (3) Given the reactants [CH3:1][O:2][C:3](=[O:18])[CH2:4][S:5]([C:8]1[C:17]2[C:12](=[CH:13][CH:14]=[CH:15][CH:16]=2)[CH:11]=[CH:10][CH:9]=1)(=[O:7])=[O:6].C[O-].[Na+].[C:22]1(=[O:28])[CH2:27][CH2:26][CH2:25][CH:24]=[CH:23]1, predict the reaction product. The product is: [CH3:1][O:2][C:3](=[O:18])[CH:4]([S:5]([C:8]1[C:17]2[C:12](=[CH:13][CH:14]=[CH:15][CH:16]=2)[CH:11]=[CH:10][CH:9]=1)(=[O:6])=[O:7])[CH:24]1[CH2:25][CH2:26][CH2:27][C:22](=[O:28])[CH2:23]1. (4) Given the reactants [Cl:1][C:2]1[CH:7]=[CH:6][C:5]([N:8]2[C:13](=[O:14])[CH:12]=[C:11]([C:15]([F:18])([F:17])[F:16])[N:10]([CH3:19])[C:9]2=[O:20])=[CH:4][C:3]=1[CH:21]=[O:22].[CH2:23](O)[CH2:24][CH2:25][OH:26].C1(C)C=CC(S(O)(=O)=O)=CC=1, predict the reaction product. The product is: [Cl:1][C:2]1[CH:7]=[CH:6][C:5]([N:8]2[C:13](=[O:14])[CH:12]=[C:11]([C:15]([F:18])([F:16])[F:17])[N:10]([CH3:19])[C:9]2=[O:20])=[CH:4][C:3]=1[CH:21]1[O:26][CH2:25][CH2:24][CH2:23][O:22]1. (5) Given the reactants [NH2:1][C@H:2]([CH2:25][CH3:26])[C:3]([NH:5][C:6]1[CH:7]=[N:8][C:9]([O:12][C:13]2[C:18]3[C:19]([CH:22]([CH3:24])[CH3:23])=[N:20][O:21][C:17]=3[CH:16]=[CH:15][CH:14]=2)=[CH:10][CH:11]=1)=[O:4].Cl[C:28](Cl)([O:30]C(=O)OC(Cl)(Cl)Cl)Cl, predict the reaction product. The product is: [CH2:25]([C@H:2]1[NH:1][C:28](=[O:30])[N:5]([C:6]2[CH:7]=[N:8][C:9]([O:12][C:13]3[C:18]4[C:19]([CH:22]([CH3:23])[CH3:24])=[N:20][O:21][C:17]=4[CH:16]=[CH:15][CH:14]=3)=[CH:10][CH:11]=2)[C:3]1=[O:4])[CH3:26].